This data is from Full USPTO retrosynthesis dataset with 1.9M reactions from patents (1976-2016). The task is: Predict the reactants needed to synthesize the given product. (1) Given the product [NH2:8][C:9]1[N:14]=[CH:13][C:12]([CH2:15][CH:16]([CH2:20][P:21]([OH:32])([CH2:23][CH2:24][CH2:25][C:26]2[CH:27]=[CH:28][CH:29]=[CH:30][CH:31]=2)=[O:22])[C:17]([OH:19])=[O:18])=[CH:11][CH:10]=1, predict the reactants needed to synthesize it. The reactants are: C(OC([NH:8][C:9]1[N:14]=[CH:13][C:12]([CH2:15][CH:16]([CH2:20][P:21]([OH:32])([CH2:23][CH2:24][CH2:25][C:26]2[CH:31]=[CH:30][CH:29]=[CH:28][CH:27]=2)=[O:22])[C:17]([OH:19])=[O:18])=[CH:11][CH:10]=1)=O)(C)(C)C. (2) Given the product [NH2:14][C:15]([CH3:51])([CH2:21][CH2:22][C:23]1[CH:24]=[C:25]2[C:48](=[CH:49][CH:50]=1)[C:29]1=[N:30][O:31][C:32]([C:33]3[C:37]([C:38]([F:39])([F:40])[F:41])=[C:36]([C:42]4[CH:43]=[CH:44][CH:45]=[CH:46][CH:47]=4)[O:35][N:34]=3)=[C:28]1[CH2:27][CH2:26]2)[C:16]([O:18][CH2:19][CH3:20])=[O:17], predict the reactants needed to synthesize it. The reactants are: C1(C(=[N:14][C:15]([CH3:51])([CH2:21][CH2:22][C:23]2[CH:24]=[C:25]3[C:48](=[CH:49][CH:50]=2)[C:29]2=[N:30][O:31][C:32]([C:33]4[C:37]([C:38]([F:41])([F:40])[F:39])=[C:36]([C:42]5[CH:47]=[CH:46][CH:45]=[CH:44][CH:43]=5)[O:35][N:34]=4)=[C:28]2[CH2:27][CH2:26]3)[C:16]([O:18][CH2:19][CH3:20])=[O:17])C2C=CC=CC=2)C=CC=CC=1.Cl.C(=O)([O-])[O-].[K+].[K+]. (3) Given the product [Cl:1][C:2]1[CH:7]=[CH:6][CH:5]=[CH:4][C:3]=1[C:8]1[C:14]2[CH:15]=[C:16]([F:24])[C:17]([O:19][CH2:20][CH2:21][O:22][CH3:23])=[CH:18][C:13]=2[N:12]=[C:11]2[NH:35][NH:30][C:28]([CH3:29])=[C:10]2[N:9]=1, predict the reactants needed to synthesize it. The reactants are: [Cl:1][C:2]1[CH:7]=[CH:6][CH:5]=[CH:4][C:3]=1[C:8]1[C:14]2[CH:15]=[C:16]([F:24])[C:17]([O:19][CH2:20][CH2:21][O:22][CH3:23])=[CH:18][C:13]=2[NH:12][C:11](=S)[CH2:10][N:9]=1.CO[C:28](OC)([N:30](C)C)[CH3:29].[NH2:35]N.